This data is from Reaction yield outcomes from USPTO patents with 853,638 reactions. The task is: Predict the reaction yield, written as a fraction of the theoretical maximum amount of product (1.0 means a 100% yield; for example, 0.34 means a 34% yield). (1) The reactants are [C:1]([O:5][C:6]([N:8]1[CH2:13][CH2:12][C:11](=[C:14](Br)[C:15]2[CH:20]=[CH:19][C:18]([C:21](=[O:27])[N:22]([CH2:24][CH2:25][OH:26])[CH3:23])=[CH:17][CH:16]=2)[CH2:10][CH2:9]1)=[O:7])([CH3:4])([CH3:3])[CH3:2].[N:29]1[C:38]2[C:33](=[CH:34][CH:35]=[CH:36][C:37]=2B(O)O)[CH:32]=[CH:31][CH:30]=1.C([O-])([O-])=O.[K+].[K+]. The catalyst is CC(O)C. The product is [C:1]([O:5][C:6]([N:8]1[CH2:13][CH2:12][C:11](=[C:14]([C:15]2[CH:20]=[CH:19][C:18]([C:21](=[O:27])[N:22]([CH2:24][CH2:25][OH:26])[CH3:23])=[CH:17][CH:16]=2)[C:37]2[CH:36]=[CH:35][CH:34]=[C:33]3[C:38]=2[N:29]=[CH:30][CH:31]=[CH:32]3)[CH2:10][CH2:9]1)=[O:7])([CH3:4])([CH3:3])[CH3:2]. The yield is 0.740. (2) The reactants are [N:1]1[C:10]2[C:5](=[CH:6][CH:7]=[CH:8][C:9]=2[NH2:11])[CH:4]=[N:3][CH:2]=1.[C:12]1([S:18](Cl)(=[O:20])=[O:19])[CH:17]=[CH:16][CH:15]=[CH:14][CH:13]=1. The catalyst is CN(C1C=CN=CC=1)C.N1C=CC=CC=1. The product is [N:1]1[C:10]2[C:5](=[CH:6][CH:7]=[CH:8][C:9]=2[NH:11][S:18]([C:12]2[CH:17]=[CH:16][CH:15]=[CH:14][CH:13]=2)(=[O:20])=[O:19])[CH:4]=[N:3][CH:2]=1. The yield is 0.540. (3) No catalyst specified. The yield is 0.790. The reactants are [N+](C1C=CC(O[C:11](=[O:38])[O:12][CH2:13][C:14]2[N:15](CC3C=CN=CC=3)[C:16]([S:22][C:23]3[CH:28]=[C:27]([Cl:29])[CH:26]=[C:25]([Cl:30])[CH:24]=3)=[C:17]([CH:19]([CH3:21])[CH3:20])[N:18]=2)=CC=1)([O-])=O.[CH2:39]([O:41][P:42]([CH2:47][CH2:48][CH2:49][NH2:50])(=[O:46])[O:43][CH2:44][CH3:45])[CH3:40].C([N:54]([CH:57]([CH3:59])C)[CH2:55][CH3:56])(C)C.[CH3:60][C:61]#N. The product is [CH2:44]([O:43][P:42]([CH2:47][CH2:48][CH2:49][NH:50][C:11]([O:12][CH:13]([C:14]1[NH:15][C:16]([S:22][C:23]2[CH:24]=[C:25]([Cl:30])[CH:26]=[C:27]([Cl:29])[CH:28]=2)=[C:17]([CH:19]([CH3:20])[CH3:21])[N:18]=1)[CH2:60][C:61]1[CH:56]=[CH:55][N:54]=[CH:57][CH:59]=1)=[O:38])(=[O:46])[O:41][CH2:39][CH3:40])[CH3:45]. (4) The reactants are C([N-]C(C)C)(C)C.[Li+].[CH3:9][O:10][C:11]([C:13]1([CH:20]([O:27][Si:28]([C:31]([CH3:34])([CH3:33])[CH3:32])([CH3:30])[CH3:29])[CH:21]2[CH2:26][CH2:25][CH2:24][CH2:23][CH2:22]2)[C:17]([CH3:18])=[CH:16][C:15](=[O:19])[NH:14]1)=[O:12].Cl[Si](C)(C)C.[Cl:40][CH2:41][CH2:42]OS(C(F)(F)F)(=O)=O.C1(C)C=CC=CC=1. The product is [CH3:9][O:10][C:11]([C:13]1([CH:20]([O:27][Si:28]([C:31]([CH3:34])([CH3:33])[CH3:32])([CH3:29])[CH3:30])[CH:21]2[CH2:26][CH2:25][CH2:24][CH2:23][CH2:22]2)[C:17](=[CH2:18])[CH:16]([CH2:42][CH2:41][Cl:40])[C:15](=[O:19])[NH:14]1)=[O:12]. The yield is 0.590. The catalyst is O1CCCC1. (5) The reactants are [CH2:1]([O:3][C:4](=[O:15])[CH2:5][CH2:6][C:7]1[CH:12]=[CH:11][C:10]([NH:13][NH2:14])=[CH:9][CH:8]=1)[CH3:2].[CH3:16][C:17]([CH3:24])([CH3:23])[C:18](=O)[CH2:19][C:20]#[N:21]. The catalyst is CCO. The product is [C:17]([C:18]1[CH:19]=[C:20]([NH2:21])[N:13]([C:10]2[CH:11]=[CH:12][C:7]([CH2:6][CH2:5][C:4]([O:3][CH2:1][CH3:2])=[O:15])=[CH:8][CH:9]=2)[N:14]=1)([CH3:24])([CH3:23])[CH3:16]. The yield is 0.850. (6) The yield is 1.10. The reactants are [NH2:1][C@H:2]([C:4]1[CH:5]=[C:6]([OH:10])[CH:7]=[CH:8][CH:9]=1)[CH3:3].[CH3:11][C:12]([O:15][C:16](O[C:16]([O:15][C:12]([CH3:14])([CH3:13])[CH3:11])=[O:17])=[O:17])([CH3:14])[CH3:13].CCN(C(C)C)C(C)C. The product is [OH:10][C:6]1[CH:5]=[C:4]([C@@H:2]([NH:1][C:16](=[O:17])[O:15][C:12]([CH3:14])([CH3:13])[CH3:11])[CH3:3])[CH:9]=[CH:8][CH:7]=1. The catalyst is C(Cl)Cl. (7) The reactants are [CH:1]([N:14]1[CH2:18][CH2:17][CH:16]([CH2:19][N:20]([CH2:37][C:38](=O)[N:39]([C:46]2[CH:51]=[CH:50][CH:49]=[CH:48][CH:47]=2)[C:40]2[CH:45]=[CH:44][CH:43]=[CH:42][CH:41]=2)[CH2:21][C:22]([N:24]([C:31]2[CH:36]=[CH:35][CH:34]=[CH:33][CH:32]=2)[C:25]2[CH:30]=[CH:29][CH:28]=[CH:27][CH:26]=2)=O)[CH2:15]1)([C:8]1[CH:13]=[CH:12][CH:11]=[CH:10][CH:9]=1)[C:2]1[CH:7]=[CH:6][CH:5]=[CH:4][CH:3]=1.B.C1COCC1.CO. The catalyst is C1COCC1. The product is [CH:1]([N:14]1[CH2:18][CH2:17][CH:16]([CH2:19][N:20]([CH2:37][CH2:38][N:39]([C:40]2[CH:41]=[CH:42][CH:43]=[CH:44][CH:45]=2)[C:46]2[CH:47]=[CH:48][CH:49]=[CH:50][CH:51]=2)[CH2:21][CH2:22][N:24]([C:25]2[CH:26]=[CH:27][CH:28]=[CH:29][CH:30]=2)[C:31]2[CH:32]=[CH:33][CH:34]=[CH:35][CH:36]=2)[CH2:15]1)([C:8]1[CH:9]=[CH:10][CH:11]=[CH:12][CH:13]=1)[C:2]1[CH:7]=[CH:6][CH:5]=[CH:4][CH:3]=1. The yield is 0.800. (8) The reactants are C(O[BH-](OC(=O)C)OC(=O)C)(=O)C.[Na+].[CH3:15][N:16]([CH2:27][CH:28]=O)[C:17](=[O:26])[O:18][CH2:19][C:20]1[CH:25]=[CH:24][CH:23]=[CH:22][CH:21]=1.[CH3:30][O:31][CH2:32][CH2:33][NH:34][CH2:35][CH2:36][O:37][CH2:38][CH2:39][O:40][CH2:41][CH2:42][O:43][CH2:44][CH2:45][O:46][CH2:47][CH2:48][O:49][CH2:50][CH2:51][O:52][CH2:53][CH2:54][O:55][CH3:56].C(O)(=O)C. The catalyst is C1COCC1.C(OCC)(=O)C. The product is [CH3:30][O:31][CH2:32][CH2:33][N:34]([CH2:28][CH2:27][N:16]([CH3:15])[C:17](=[O:26])[O:18][CH2:19][C:20]1[CH:21]=[CH:22][CH:23]=[CH:24][CH:25]=1)[CH2:35][CH2:36][O:37][CH2:38][CH2:39][O:40][CH2:41][CH2:42][O:43][CH2:44][CH2:45][O:46][CH2:47][CH2:48][O:49][CH2:50][CH2:51][O:52][CH2:53][CH2:54][O:55][CH3:56]. The yield is 0.550. (9) The reactants are Br[C:2]1[CH:7]=[C:6]([Cl:8])[C:5]([O:9][CH2:10][C:11]2[CH:16]=[CH:15][CH:14]=[CH:13][CH:12]=2)=[C:4]([CH3:17])[CH:3]=1.C([Li])CCC.C[O:24]B(OC)OC.Cl. The catalyst is O1CCCC1. The product is [CH2:10]([O:9][C:5]1[C:4]([CH3:17])=[CH:3][C:2]([OH:24])=[CH:7][C:6]=1[Cl:8])[C:11]1[CH:16]=[CH:15][CH:14]=[CH:13][CH:12]=1. The yield is 0.910.